Dataset: Experimental lipophilicity measurements (octanol/water distribution) for 4,200 compounds from AstraZeneca. Task: Regression/Classification. Given a drug SMILES string, predict its absorption, distribution, metabolism, or excretion properties. Task type varies by dataset: regression for continuous measurements (e.g., permeability, clearance, half-life) or binary classification for categorical outcomes (e.g., BBB penetration, CYP inhibition). For this dataset (lipophilicity_astrazeneca), we predict Y. (1) The drug is COc1ccnc(C[S+]([O-])c2nc3cc(OC(F)F)ccc3[nH]2)c1OC. The Y is 2.00 logD. (2) The molecule is CN(C)CCOc1cc(NS(=O)(=O)c2c(Cl)cc(C(F)(F)F)cc2Cl)ccc1Cl. The Y is 2.99 logD. (3) The Y is 1.20 logD. The compound is c1cncc(-c2ccc(-c3nnc(C4CN5CCC4CC5)o3)o2)c1. (4) The compound is COc1cc(Nc2nc(N[C@@H](C)c3ncc(F)cn3)nc(N3CCOCC3)c2F)n[nH]1. The Y is 2.64 logD. (5) The compound is c1ccc(Nc2ccccc2)cc1. The Y is 3.20 logD. (6) The drug is O=C(OCC(O)CO)c1ccccc1Nc1ccnc2cc(Cl)ccc12. The Y is 3.50 logD.